Regression. Given two drug SMILES strings and cell line genomic features, predict the synergy score measuring deviation from expected non-interaction effect. From a dataset of NCI-60 drug combinations with 297,098 pairs across 59 cell lines. (1) Drug 1: CNC(=O)C1=NC=CC(=C1)OC2=CC=C(C=C2)NC(=O)NC3=CC(=C(C=C3)Cl)C(F)(F)F. Drug 2: CCC1=C2N=C(C=C(N2N=C1)NCC3=C[N+](=CC=C3)[O-])N4CCCCC4CCO. Cell line: SW-620. Synergy scores: CSS=81.2, Synergy_ZIP=5.17, Synergy_Bliss=5.10, Synergy_Loewe=-2.97, Synergy_HSA=5.62. (2) Drug 1: CC1=CC2C(CCC3(C2CCC3(C(=O)C)OC(=O)C)C)C4(C1=CC(=O)CC4)C. Drug 2: C(CN)CNCCSP(=O)(O)O. Cell line: NCI-H226. Synergy scores: CSS=-5.39, Synergy_ZIP=6.36, Synergy_Bliss=7.55, Synergy_Loewe=-1.86, Synergy_HSA=-1.86. (3) Drug 1: C1=CC=C(C(=C1)C(C2=CC=C(C=C2)Cl)C(Cl)Cl)Cl. Drug 2: C(CN)CNCCSP(=O)(O)O. Cell line: UACC-257. Synergy scores: CSS=2.11, Synergy_ZIP=0.365, Synergy_Bliss=2.24, Synergy_Loewe=0.967, Synergy_HSA=1.69.